Dataset: Full USPTO retrosynthesis dataset with 1.9M reactions from patents (1976-2016). Task: Predict the reactants needed to synthesize the given product. (1) Given the product [C:43]([O:42][CH:36]([C:33]1[CH:32]=[CH:31][C:30]([C@@H:25]2[C@@H:24]([CH2:23]/[CH:22]=[CH:21]\[CH2:20][CH2:19][CH2:18][C:17]([O:16][CH3:15])=[O:46])[CH2:28][CH2:27][C@H:26]2[O:29][C:54](=[O:55])[C:53]2[CH:52]=[CH:51][C:50]([N+:47]([O-:49])=[O:48])=[CH:58][CH:57]=2)=[CH:35][CH:34]=1)[CH2:37][CH2:38][CH2:39][CH2:40][CH3:41])(=[O:45])[CH3:44], predict the reactants needed to synthesize it. The reactants are: N(C(OC(C)C)=O)=NC(OC(C)C)=O.[CH3:15][O:16][C:17](=[O:46])[CH2:18][CH2:19][CH2:20]/[CH:21]=[CH:22]\[CH2:23][C@H:24]1[CH2:28][CH2:27][C@H:26]([OH:29])[C@@H:25]1[C:30]1[CH:35]=[CH:34][C:33]([CH:36]([O:42][C:43](=[O:45])[CH3:44])[CH2:37][CH2:38][CH2:39][CH2:40][CH3:41])=[CH:32][CH:31]=1.[N+:47]([C:50]1[CH:58]=[CH:57][C:53]([C:54](O)=[O:55])=[CH:52][CH:51]=1)([O-:49])=[O:48].C1C=CC(P(C2C=CC=CC=2)C2C=CC=CC=2)=CC=1. (2) Given the product [CH:1]1([C:4]2[C:12]3[C:11]([NH2:13])=[CH:10][CH:9]=[CH:8][C:7]=3[N:6]([CH2:16][C:17]3[CH:21]=[CH:20][N:19]([CH:22]([CH3:24])[CH3:23])[N:18]=3)[N:5]=2)[CH2:2][CH2:3]1, predict the reactants needed to synthesize it. The reactants are: [CH:1]1([C:4]2[C:12]3[C:7](=[CH:8][CH:9]=[CH:10][C:11]=3[N+:13]([O-])=O)[N:6]([CH2:16][C:17]3[CH:21]=[CH:20][N:19]([CH:22]([CH3:24])[CH3:23])[N:18]=3)[N:5]=2)[CH2:3][CH2:2]1.[Cl-].[NH4+]. (3) Given the product [CH2:6]([N:8]([CH2:9][CH3:10])[C:3](=[O:4])[CH2:2][N:19]([C:16]1[CH:17]=[N:18][C:13]([O:12][CH3:11])=[CH:14][CH:15]=1)[S:20]([C:23]1[C:24]([CH3:29])=[CH:25][CH:26]=[CH:27][CH:28]=1)(=[O:21])=[O:22])[CH3:7], predict the reactants needed to synthesize it. The reactants are: Br[CH2:2][C:3](Br)=[O:4].[CH2:6]([NH:8][CH2:9][CH3:10])[CH3:7].[CH3:11][O:12][C:13]1[N:18]=[CH:17][C:16]([NH:19][S:20]([C:23]2[CH:28]=[CH:27][CH:26]=[CH:25][C:24]=2[CH3:29])(=[O:22])=[O:21])=[CH:15][CH:14]=1. (4) The reactants are: [CH2:1]([CH:8]([C:12](=[O:14])[CH3:13])[C:9](=[O:11])[CH3:10])[C:2]1[CH:7]=[CH:6][CH:5]=[CH:4][CH:3]=1.[OH:15][C:16]1[CH:23]=[CH:22][C:19]([CH:20]=O)=[CH:18][C:17]=1[O:24][CH3:25].B([O:27][CH2:28][CH2:29][CH2:30]C)([O:27][CH2:28][CH2:29][CH2:30]C)[O:27][CH2:28][CH2:29][CH2:30]C.[CH2:42](N)[CH2:43][CH2:44][CH3:45].Cl.[C:48](OCC)(=[O:50])C. Given the product [CH2:1]([CH:8]([C:9](=[O:11])[CH:10]=[CH:45][C:44]1[CH:30]=[CH:29][C:28]([OH:27])=[C:42]([O:50][CH3:48])[CH:43]=1)[C:12](=[O:14])[CH:13]=[CH:20][C:19]1[CH:22]=[CH:23][C:16]([OH:15])=[C:17]([O:24][CH3:25])[CH:18]=1)[C:2]1[CH:7]=[CH:6][CH:5]=[CH:4][CH:3]=1, predict the reactants needed to synthesize it. (5) Given the product [CH2:1]([C:3]1[N:7]([C:8]2[C:16]3[O:15][CH2:14][C@@H:13]([NH:17][C:18]4[CH:31]=[CH:30][C:21]5[C@H:22]([CH2:25][C:26]([OH:28])=[O:27])[CH2:23][O:24][C:20]=5[CH:19]=4)[C:12]=3[CH:11]=[CH:10][CH:9]=2)[C:6]2[CH:38]=[C:39]([F:43])[C:40]([F:42])=[CH:41][C:5]=2[N:4]=1)[CH3:2], predict the reactants needed to synthesize it. The reactants are: [CH2:1]([C:3]1[N:7]([C:8]2[C:16]3[O:15][CH2:14][C@@H:13]([N:17](C(=O)C(F)(F)F)[C:18]4[CH:31]=[CH:30][C:21]5[C@H:22]([CH2:25][C:26]([O:28]C)=[O:27])[CH2:23][O:24][C:20]=5[CH:19]=4)[C:12]=3[CH:11]=[CH:10][CH:9]=2)[C:6]2[CH:38]=[C:39]([F:43])[C:40]([F:42])=[CH:41][C:5]=2[N:4]=1)[CH3:2].[OH-].[Na+].Cl. (6) The reactants are: [Cl:1][C:2]1[CH:19]=[C:18]([O:20][CH3:21])[C:17]([CH3:22])=[CH:16][C:3]=1[CH2:4][N:5]1C(=O)C2C(=CC=CC=2)C1=O.O.NN. Given the product [Cl:1][C:2]1[CH:19]=[C:18]([O:20][CH3:21])[C:17]([CH3:22])=[CH:16][C:3]=1[CH2:4][NH2:5], predict the reactants needed to synthesize it. (7) Given the product [CH3:1][O:2][C:3]1[CH:13]=[N:12][C:11]2[S:10][CH2:9][CH2:8][N:7]([CH2:14][C:15]3[CH:16]=[CH:17][C:18]([C:21]([OH:23])=[O:22])=[N:19][CH:20]=3)[CH2:6][C:5]=2[CH:4]=1, predict the reactants needed to synthesize it. The reactants are: [CH3:1][O:2][C:3]1[CH:13]=[N:12][C:11]2[S:10][CH2:9][CH2:8][N:7]([CH2:14][C:15]3[CH:16]=[CH:17][C:18]([C:21]([O:23]C)=[O:22])=[N:19][CH:20]=3)[CH2:6][C:5]=2[CH:4]=1.[OH-].[Li+].CO.C1COCC1. (8) Given the product [C:19]([C:23]1[C:24]([CH:30]=[CH2:31])=[C:25]([NH:29][C:7]([C:5]2[C:4]([C:10]([F:13])([F:12])[F:11])=[N:3][N:2]([CH3:1])[CH:6]=2)=[O:8])[CH:26]=[CH:27][CH:28]=1)([CH3:22])([CH3:21])[CH3:20], predict the reactants needed to synthesize it. The reactants are: [CH3:1][N:2]1[CH:6]=[C:5]([C:7](O)=[O:8])[C:4]([C:10]([F:13])([F:12])[F:11])=[N:3]1.CN(C)C=O.[C:19]([C:23]1[C:24]([CH:30]=[CH2:31])=[C:25]([NH2:29])[CH:26]=[CH:27][CH:28]=1)([CH3:22])([CH3:21])[CH3:20].C(N(CC)CC)C. (9) Given the product [Br:18][C:19]1[CH:25]=[CH:24][C:22]([NH:23][C:6](=[O:8])[C:5]2[CH:9]=[CH:10][C:2]([F:1])=[C:3]([N+:11]([O-:13])=[O:12])[CH:4]=2)=[CH:21][CH:20]=1, predict the reactants needed to synthesize it. The reactants are: [F:1][C:2]1[CH:10]=[CH:9][C:5]([C:6]([OH:8])=O)=[CH:4][C:3]=1[N+:11]([O-:13])=[O:12].O=S(Cl)Cl.[Br:18][C:19]1[CH:25]=[CH:24][C:22]([NH2:23])=[CH:21][CH:20]=1. (10) Given the product [Br:1][C:2]1[CH:26]=[CH:25][C:5]2[N:6]([C:21]([CH3:23])([CH3:22])[CH3:24])[C:7]([C:9]3[CH:14]=[CH:13][CH:12]=[CH:11][C:10]=3[C:15]3[N:19]=[C:18]([CH3:20])[N:17]([CH3:29])[N:16]=3)=[N:8][C:4]=2[CH:3]=1, predict the reactants needed to synthesize it. The reactants are: [Br:1][C:2]1[CH:26]=[CH:25][C:5]2[N:6]([C:21]([CH3:24])([CH3:23])[CH3:22])[C:7]([C:9]3[CH:14]=[CH:13][CH:12]=[CH:11][C:10]=3[C:15]3[N:19]=[C:18]([CH3:20])[NH:17][N:16]=3)=[N:8][C:4]=2[CH:3]=1.CI.[C:29]([O-])([O-])=O.[K+].[K+].